This data is from Reaction yield outcomes from USPTO patents with 853,638 reactions. The task is: Predict the reaction yield, written as a fraction of the theoretical maximum amount of product (1.0 means a 100% yield; for example, 0.34 means a 34% yield). (1) The reactants are C([C@H:4]1[CH2:7][C@H:6]([N:8]2[C:13](=[O:14])[C:12]([CH2:15][C:16]3[CH:21]=[CH:20][C:19]([C:22]4[C:23]([C:28]#[N:29])=[CH:24][CH:25]=[CH:26][CH:27]=4)=[CH:18][CH:17]=3)=[C:11]([CH2:30][CH2:31][CH3:32])[N:10]3[N:33]=[CH:34][N:35]=[C:9]23)[CH2:5]1)(=O)C.O.OO.FC(F)(F)C(OC(=O)C(F)(F)F)=[O:42].C(=O)([O-])O.[Na+].S([O-])([O-])(=O)=S.[Na+].[Na+]. The catalyst is C(Cl)(Cl)Cl. The product is [OH:42][C@H:4]1[CH2:5][C@H:6]([N:8]2[C:13](=[O:14])[C:12]([CH2:15][C:16]3[CH:17]=[CH:18][C:19]([C:22]4[C:23]([C:28]#[N:29])=[CH:24][CH:25]=[CH:26][CH:27]=4)=[CH:20][CH:21]=3)=[C:11]([CH2:30][CH2:31][CH3:32])[N:10]3[N:33]=[CH:34][N:35]=[C:9]23)[CH2:7]1. The yield is 0.230. (2) The product is [C:10]([O:14][C:15]([NH:1][C:2]1[N:7]=[CH:6][C:5]([CH2:8][OH:9])=[CH:4][CH:3]=1)=[O:16])([CH3:13])([CH3:12])[CH3:11]. The yield is 0.770. The catalyst is C(O)(C)(C)C. The reactants are [NH2:1][C:2]1[N:7]=[CH:6][C:5]([CH2:8][OH:9])=[CH:4][CH:3]=1.[C:10]([O:14][C:15](O[C:15]([O:14][C:10]([CH3:13])([CH3:12])[CH3:11])=[O:16])=[O:16])([CH3:13])([CH3:12])[CH3:11]. (3) The product is [CH2:1]([C:4]1[CH:9]=[CH:8][N:7]=[C:6]([C:16]#[N:17])[CH:5]=1)[CH2:2][CH3:3]. The reactants are [CH2:1]([C:4]1[CH:9]=[CH:8][N:7]=[CH:6][CH:5]=1)[CH2:2][CH3:3].OO.C[Si]([C:16]#[N:17])(C)C.CN(C)C(Cl)=O. The yield is 0.930. The catalyst is C(=O)([O-])[O-].[K+].[K+]. (4) The reactants are [F:1][C:2]1[CH:3]=[C:4]2[C:8](=[C:9]([C:11]([OH:13])=O)[CH:10]=1)[NH:7][CH:6]=[CH:5]2.[C:14]([C:18]1[CH:34]=[CH:33][C:21]([CH2:22][NH:23][CH2:24][CH2:25][C:26]2[CH:31]=[CH:30][C:29]([Cl:32])=[CH:28][CH:27]=2)=[CH:20][CH:19]=1)([CH3:17])([CH3:16])[CH3:15].CCN=C=NCCCN(C)C.Cl. The catalyst is C(Cl)Cl. The product is [C:14]([C:18]1[CH:34]=[CH:33][C:21]([CH2:22][N:23]([CH2:24][CH2:25][C:26]2[CH:31]=[CH:30][C:29]([Cl:32])=[CH:28][CH:27]=2)[C:11]([C:9]2[CH:10]=[C:2]([F:1])[CH:3]=[C:4]3[C:8]=2[NH:7][CH:6]=[CH:5]3)=[O:13])=[CH:20][CH:19]=1)([CH3:17])([CH3:15])[CH3:16]. The yield is 0.720.